Predict which catalyst facilitates the given reaction. From a dataset of Catalyst prediction with 721,799 reactions and 888 catalyst types from USPTO. (1) Reactant: [I-].[CH3:2]P(C1C=CC=CC=1)(C1C=CC=CC=1)C1C=CC=CC=1.CC(C)([O-])C.[K+].[O:28]1[C:32]2([CH2:37][CH2:36][C:35](=O)[CH2:34][CH2:33]2)[O:31][CH2:30][CH2:29]1. Product: [CH2:2]=[C:35]1[CH2:36][CH2:37][C:32]2([O:31][CH2:30][CH2:29][O:28]2)[CH2:33][CH2:34]1. The catalyst class is: 7. (2) Reactant: C(N(CC)CC)C.[ClH:8].[OH:9][NH2:10].[C:11]([O:14][CH2:15][C:16]([CH3:54])([CH3:53])[CH2:17][N:18]1[C:24]2[CH:25]=[CH:26][C:27](Cl)=[CH:28][C:23]=2[C@@H:22]([C:30]2[CH:35]=[CH:34][CH:33]=[C:32]([O:36][CH3:37])[C:31]=2[O:38][CH3:39])[O:21][C@H:20]([CH2:40][CH:41]([O:44][Si:45]([C:48]([CH3:51])([CH3:50])[CH3:49])([CH3:47])[CH3:46])[C:42]#[N:43])[C:19]1=[O:52])(=[O:13])[CH3:12]. Product: [C:11]([O:14][CH2:15][C:16]([CH3:54])([CH3:53])[CH2:17][N:18]1[C:24]2[CH:25]=[CH:26][C:27]([Cl:8])=[CH:28][C:23]=2[C@@H:22]([C:30]2[CH:35]=[CH:34][CH:33]=[C:32]([O:36][CH3:37])[C:31]=2[O:38][CH3:39])[O:21][C@H:20]([CH2:40][CH:41]([O:44][Si:45]([C:48]([CH3:51])([CH3:50])[CH3:49])([CH3:47])[CH3:46])/[C:42](/[NH2:43])=[N:10]/[OH:9])[C:19]1=[O:52])(=[O:13])[CH3:12]. The catalyst class is: 148. (3) Reactant: C(O)(C)C.[CH2:5]([C:8]1[C:9]([Cl:18])=[N:10][C:11]2[N:12]([N:15]=[CH:16][CH:17]=2)[C:13]=1Cl)[CH:6]=[CH2:7].[CH3:19][CH2:20][O:21][C:22]1[CH:27]=[CH:26][C:25]([NH2:28])=[CH:24][CH:23]=1. Product: [CH2:5]([C:8]1[C:9]([Cl:18])=[N:10][C:11]2[N:12]([N:15]=[CH:16][CH:17]=2)[C:13]=1[NH:28][C:25]1[CH:26]=[CH:27][C:22]([O:21][CH2:20][CH3:19])=[CH:23][CH:24]=1)[CH:6]=[CH2:7]. The catalyst class is: 66. (4) The catalyst class is: 75. Product: [NH2:1][C:2]1[C:3]([C:9](=[O:10])[NH2:11])=[N:4][C:5]([C:20]2[CH2:25][CH2:24][N:23]([C:26]([O:28][C:29]([CH3:32])([CH3:31])[CH3:30])=[O:27])[CH2:22][CH:21]=2)=[N:6][CH:7]=1. Reactant: [NH2:1][C:2]1[C:3]([C:9]([NH2:11])=[O:10])=[N:4][C:5](Cl)=[N:6][CH:7]=1.CC1(C)C(C)(C)OB([C:20]2[CH2:21][CH2:22][N:23]([C:26]([O:28][C:29]([CH3:32])([CH3:31])[CH3:30])=[O:27])[CH2:24][CH:25]=2)O1.C(=O)([O-])[O-].[Cs+].[Cs+]. (5) Reactant: [C:1]([C:5]1[C:6]([OH:14])=[C:7]([CH:11]=[CH:12][CH:13]=1)[CH:8]=[N:9]O)([CH3:4])([CH3:3])[CH3:2]. Product: [NH2:9][CH2:8][C:7]1[CH:11]=[CH:12][CH:13]=[C:5]([C:1]([CH3:3])([CH3:2])[CH3:4])[C:6]=1[OH:14]. The catalyst class is: 582. (6) Reactant: [CH3:1][O:2][NH:3][CH:4]([CH3:15])[CH2:5][C:6]1[C:11]([Cl:12])=[CH:10][C:9]([Cl:13])=[CH:8][C:7]=1[Cl:14].C(N(CC)CC)C.[F:23][CH:24]([F:34])[C:25]1[C:29]([C:30](Cl)=[O:31])=[CH:28][N:27]([CH3:33])[N:26]=1. Product: [CH3:1][O:2][N:3]([CH:4]([CH3:15])[CH2:5][C:6]1[C:7]([Cl:14])=[CH:8][C:9]([Cl:13])=[CH:10][C:11]=1[Cl:12])[C:30]([C:29]1[C:25]([CH:24]([F:34])[F:23])=[N:26][N:27]([CH3:33])[CH:28]=1)=[O:31]. The catalyst class is: 113. (7) Reactant: [Cl:1][C:2]1[CH:3]=[C:4]([C:9]2([C:30]([F:33])([F:32])[F:31])[O:13][N:12]=[C:11]([C:14]3[CH:28]=[CH:27][C:17]([C:18]([NH:20][CH2:21][CH:22](OC)OC)=[O:19])=[C:16]([CH3:29])[CH:15]=3)[CH2:10]2)[CH:5]=[C:6]([Cl:8])[CH:7]=1.Cl.[CH3:35][O:36][NH2:37].C(OCC)(=O)C. The catalyst class is: 24. Product: [Cl:1][C:2]1[CH:3]=[C:4]([C:9]2([C:30]([F:33])([F:32])[F:31])[O:13][N:12]=[C:11]([C:14]3[CH:28]=[CH:27][C:17]([C:18]([NH:20][CH2:21][CH:22]=[N:37][O:36][CH3:35])=[O:19])=[C:16]([CH3:29])[CH:15]=3)[CH2:10]2)[CH:5]=[C:6]([Cl:8])[CH:7]=1. (8) Reactant: [OH:1][CH2:2][C:3]1[CH:11]=[C:10]2[N:6]([CH2:7][CH2:8][CH2:9]2)[C:5](=[O:12])[CH:4]=1.I(C1C=CC=CC=1C(O)=O)(=O)=O. Product: [O:12]=[C:5]1[CH:4]=[C:3]([CH:2]=[O:1])[CH:11]=[C:10]2[N:6]1[CH2:7][CH2:8][CH2:9]2. The catalyst class is: 21. (9) Reactant: Cl.C(OCC)(=O)C.[Cl:8][C:9]1[CH:38]=[CH:37][C:12]([CH2:13][CH2:14][N:15]2[CH2:20][CH2:19][CH2:18][CH2:17][C@@H:16]2[CH2:21][N:22]2[C:28]3[CH:29]=[CH:30][CH:31]=[CH:32][C:27]=3[CH2:26][O:25][C:24]3[CH:33]=[CH:34][CH:35]=[CH:36][C:23]2=3)=[CH:11][CH:10]=1. Product: [ClH:8].[Cl:8][C:9]1[CH:10]=[CH:11][C:12]([CH2:13][CH2:14][N:15]2[CH2:20][CH2:19][CH2:18][CH2:17][C@@H:16]2[CH2:21][N:22]2[C:28]3[CH:29]=[CH:30][CH:31]=[CH:32][C:27]=3[CH2:26][O:25][C:24]3[CH:33]=[CH:34][CH:35]=[CH:36][C:23]2=3)=[CH:37][CH:38]=1. The catalyst class is: 4.